From a dataset of Reaction yield outcomes from USPTO patents with 853,638 reactions. Predict the reaction yield, written as a fraction of the theoretical maximum amount of product (1.0 means a 100% yield; for example, 0.34 means a 34% yield). (1) The reactants are [F:1][C:2]1[CH:3]=[C:4]2[C:8](=[CH:9][CH:10]=1)[N:7]([CH:11]1[CH2:16][CH2:15][N:14]([C:17]3([CH3:22])[CH2:21][CH2:20][NH:19][CH2:18]3)[CH2:13][CH2:12]1)[C:6](=[O:23])[CH2:5]2.[C:24](Cl)(=[O:28])[O:25][CH2:26][CH3:27]. No catalyst specified. The product is [F:1][C:2]1[CH:3]=[C:4]2[C:8](=[CH:9][CH:10]=1)[N:7]([CH:11]1[CH2:16][CH2:15][N:14]([C:17]3([CH3:22])[CH2:21][CH2:20][N:19]([C:24]([O:25][CH2:26][CH3:27])=[O:28])[CH2:18]3)[CH2:13][CH2:12]1)[C:6](=[O:23])[CH2:5]2. The yield is 0.750. (2) No catalyst specified. The product is [CH2:1]([O:3][C:4](=[O:22])[CH2:5][N:6]([CH2:7][CH2:8][NH:9][S:10]([C:13]1[S:14][C:15]2[CH:21]=[CH:20][CH:19]=[CH:18][C:16]=2[N:17]=1)(=[O:12])=[O:11])[C:40](=[O:41])[CH2:39][N:36]1[CH:37]=[CH:38][C:33]([NH:32][C:30]([O:29][CH2:28][C:27]2[CH:44]=[CH:45][C:46]([O:47][CH3:48])=[C:25]([O:24][CH3:23])[CH:26]=2)=[O:31])=[N:34][C:35]1=[O:43])[CH3:2]. The yield is 0.810. The reactants are [CH2:1]([O:3][C:4](=[O:22])[CH2:5][NH:6][CH2:7][CH2:8][NH:9][S:10]([C:13]1[S:14][C:15]2[CH:21]=[CH:20][CH:19]=[CH:18][C:16]=2[N:17]=1)(=[O:12])=[O:11])[CH3:2].[CH3:23][O:24][C:25]1[CH:26]=[C:27]([CH:44]=[CH:45][C:46]=1[O:47][CH3:48])[CH2:28][O:29][C:30]([NH:32][C:33]1[CH:38]=[CH:37][N:36]([CH2:39][C:40](O)=[O:41])[C:35](=[O:43])[N:34]=1)=[O:31]. (3) The reactants are O.Cl.[Cl:3][C:4]1[CH:24]=[C:23]([N+:25]([O-])=O)[CH:22]=[CH:21][C:5]=1[NH:6][C:7]([CH3:20])([CH3:19])[CH2:8][C:9]1[CH:18]=[CH:17][C:16]2[C:11](=[CH:12][CH:13]=[CH:14][CH:15]=2)[CH:10]=1. The catalyst is C1COCC1.[Fe]. The product is [Cl:3][C:4]1[CH:24]=[C:23]([NH2:25])[CH:22]=[CH:21][C:5]=1[NH:6][C:7]([CH3:20])([CH3:19])[CH2:8][C:9]1[CH:18]=[CH:17][C:16]2[C:11](=[CH:12][CH:13]=[CH:14][CH:15]=2)[CH:10]=1. The yield is 0.840. (4) The reactants are Cl[C:2]1[C:3]([NH:12][S:13]([C:16]2[CH:21]=[CH:20][CH:19]=[C:18]([N+:22]([O-:24])=[O:23])[CH:17]=2)(=[O:15])=[O:14])=[N:4][C:5]2[C:10]([N:11]=1)=[CH:9][CH:8]=[CH:7][CH:6]=2.[CH3:25][O:26][C:27]1[CH:28]=[C:29]([CH:31]=[C:32]([N+:34]([O-:36])=[O:35])[CH:33]=1)[NH2:30].CC1C=CC(C)=CC=1. The catalyst is C(Cl)Cl. The product is [CH3:25][O:26][C:27]1[CH:28]=[C:29]([NH:30][C:2]2[C:3]([NH:12][S:13]([C:16]3[CH:21]=[CH:20][CH:19]=[C:18]([N+:22]([O-:24])=[O:23])[CH:17]=3)(=[O:15])=[O:14])=[N:4][C:5]3[C:10]([N:11]=2)=[CH:9][CH:8]=[CH:7][CH:6]=3)[CH:31]=[C:32]([N+:34]([O-:36])=[O:35])[CH:33]=1. The yield is 0.420.